This data is from Catalyst prediction with 721,799 reactions and 888 catalyst types from USPTO. The task is: Predict which catalyst facilitates the given reaction. (1) Reactant: [Br:1][C:2]1[N:7]=[C:6]([CH:8]([NH:28][C:29]([N:31]2[CH2:36][CH2:35][CH:34]([N:37]3[CH2:46][C:45]4[C:40](=[CH:41][CH:42]=[CH:43][CH:44]=4)[NH:39][C:38]3=[O:47])[CH2:33][CH2:32]2)=[O:30])[CH2:9][C:10]2[CH:18]=[C:17]([CH3:19])[C:16]3[C:12](=[CH:13][N:14](COCC[Si](C)(C)C)[N:15]=3)[CH:11]=2)[CH:5]=[CH:4][CH:3]=1.[F-].C([N+](CCCC)(CCCC)CCCC)CCC. Product: [Br:1][C:2]1[N:7]=[C:6]([CH:8]([NH:28][C:29]([N:31]2[CH2:32][CH2:33][CH:34]([N:37]3[CH2:46][C:45]4[C:40](=[CH:41][CH:42]=[CH:43][CH:44]=4)[NH:39][C:38]3=[O:47])[CH2:35][CH2:36]2)=[O:30])[CH2:9][C:10]2[CH:11]=[C:12]3[C:16](=[C:17]([CH3:19])[CH:18]=2)[NH:15][N:14]=[CH:13]3)[CH:5]=[CH:4][CH:3]=1. The catalyst class is: 7. (2) Product: [OH:8][CH2:9][C:10]1[O:14][N:13]=[C:12]([C:15](=[O:17])[CH3:16])[CH:11]=1. The catalyst class is: 196. Reactant: N#N.C([SiH2][O:8][C:9](C)(C)[C:10]1[O:14][N:13]=[C:12]([C:15](=[O:17])[CH3:16])[CH:11]=1)(C)(C)C.COC(OC)OC.C([O-])(O)=O.[Na+]. (3) Reactant: Cl[C:2]1[N:10]=[C:9]2[C:5]([N:6]=[C:7]([CH2:17][N:18]3[CH2:21][CH:20]([N:22]4[CH2:27][CH2:26][NH:25][C:24](=[O:28])[CH2:23]4)[CH2:19]3)[N:8]2[CH:11]2[CH2:16][CH2:15][CH2:14][CH2:13][O:12]2)=[C:4]([N:29]2[CH2:34][CH2:33][O:32][CH2:31][CH2:30]2)[N:3]=1.[CH2:35]([C:37]1[NH:38][C:39]2[CH:45]=[CH:44][CH:43]=[CH:42][C:40]=2[N:41]=1)[CH3:36].CC(C1C=C(C(C)C)C(C2C=CC=CC=2P(C2CCCCC2)C2CCCCC2)=C(C(C)C)C=1)C.C([O-])([O-])=O.[Cs+].[Cs+]. Product: [CH2:35]([C:37]1[N:38]([C:2]2[N:10]=[C:9]3[C:5]([N:6]=[C:7]([CH2:17][N:18]4[CH2:19][CH:20]([N:22]5[CH2:27][CH2:26][NH:25][C:24](=[O:28])[CH2:23]5)[CH2:21]4)[N:8]3[CH:11]3[CH2:16][CH2:15][CH2:14][CH2:13][O:12]3)=[C:4]([N:29]3[CH2:30][CH2:31][O:32][CH2:33][CH2:34]3)[N:3]=2)[C:39]2[CH:45]=[CH:44][CH:43]=[CH:42][C:40]=2[N:41]=1)[CH3:36]. The catalyst class is: 62. (4) Reactant: [CH3:1][O:2][CH:3]1[C@@H:7]2[O:8]C(C)(C)[O:10][C@@H:6]2[C@@H:5]([CH2:13][N:14]2[C:24]3=[C:25]4[C:20](=[CH:21][CH:22]=[CH:23]3)[C:19]([CH3:27])([CH3:26])[CH2:18][CH2:17][N:16]4[C:15]2=[O:28])[O:4]1. Product: [OH:10][C@H:6]1[C@@H:7]([OH:8])[CH:3]([O:2][CH3:1])[O:4][C@@H:5]1[CH2:13][N:14]1[C:24]2=[C:25]3[C:20](=[CH:21][CH:22]=[CH:23]2)[C:19]([CH3:26])([CH3:27])[CH2:18][CH2:17][N:16]3[C:15]1=[O:28]. The catalyst class is: 86. (5) Reactant: C[O:2][C:3](=[O:17])[C:4]([NH:6][C:7]1[C:16]2[C:11](=[CH:12][CH:13]=[CH:14][CH:15]=2)[CH:10]=[CH:9][CH:8]=1)=[O:5].[OH-].[Li+]. Product: [C:7]1([NH:6][C:4](=[O:5])[C:3]([OH:17])=[O:2])[C:16]2[C:11](=[CH:12][CH:13]=[CH:14][CH:15]=2)[CH:10]=[CH:9][CH:8]=1. The catalyst class is: 1. (6) Reactant: [N:1]1[C:2]2[N:3]([N:7]=[C:8]3[CH2:12][N:11](C(OC(C)(C)C)=O)[CH2:10][C:9]=23)[N:4]=[CH:5][CH:6]=1.FC(F)(F)C(O)=O. Product: [N:1]1[C:2]2[N:3]([N:7]=[C:8]3[CH2:12][NH:11][CH2:10][C:9]=23)[N:4]=[CH:5][CH:6]=1. The catalyst class is: 4. (7) Reactant: [Li+].CC([N-]C(C)C)C.[Br:9][C:10]1[CH:15]=[CH:14][CH:13]=[CH:12][C:11]=1[Br:16].Cl[Si:18]([CH3:21])([CH3:20])[CH3:19].Cl. Product: [Br:9][C:10]1[C:11]([Br:16])=[C:12]([Si:18]([CH3:21])([CH3:20])[CH3:19])[CH:13]=[CH:14][C:15]=1[Si:18]([CH3:21])([CH3:20])[CH3:19]. The catalyst class is: 1. (8) Reactant: Cl[CH2:2][C:3]([NH:5][C:6]1[CH:15]=[CH:14][C:9]2[NH:10][C:11](=[O:13])[O:12][C:8]=2[CH:7]=1)=[O:4].[CH2:16]([CH:23]1[CH2:28][CH2:27][NH:26][CH2:25][CH2:24]1)[C:17]1[CH:22]=[CH:21][CH:20]=[CH:19][CH:18]=1. Product: [CH2:16]([CH:23]1[CH2:28][CH2:27][N:26]([CH2:2][C:3]([NH:5][C:6]2[CH:15]=[CH:14][C:9]3[NH:10][C:11](=[O:13])[O:12][C:8]=3[CH:7]=2)=[O:4])[CH2:25][CH2:24]1)[C:17]1[CH:22]=[CH:21][CH:20]=[CH:19][CH:18]=1. The catalyst class is: 6.